This data is from Forward reaction prediction with 1.9M reactions from USPTO patents (1976-2016). The task is: Predict the product of the given reaction. The product is: [F:1][C:2]1[CH:11]=[CH:10][CH:9]=[C:8]2[C:3]=1[CH2:4][CH2:5][CH2:6][NH:7]2. Given the reactants [F:1][C:2]1[CH:11]=[CH:10][CH:9]=[C:8]2[C:3]=1[C:4](=O)[CH2:5][CH2:6][NH:7]2, predict the reaction product.